This data is from Peptide-MHC class I binding affinity with 185,985 pairs from IEDB/IMGT. The task is: Regression. Given a peptide amino acid sequence and an MHC pseudo amino acid sequence, predict their binding affinity value. This is MHC class I binding data. (1) The peptide sequence is FKLLEYSNQNE. The MHC is H-2-Kb with pseudo-sequence H-2-Kb. The binding affinity (normalized) is 0.0967. (2) The peptide sequence is RQADILRQF. The MHC is HLA-A26:02 with pseudo-sequence HLA-A26:02. The binding affinity (normalized) is 0.0847. (3) The binding affinity (normalized) is 0.540. The MHC is HLA-B40:01 with pseudo-sequence HLA-B40:01. The peptide sequence is LEFEALGFLN. (4) The MHC is HLA-A30:01 with pseudo-sequence HLA-A30:01. The binding affinity (normalized) is 0.366. The peptide sequence is LRFLTIPPTA. (5) The peptide sequence is KEGKAGYI. The MHC is Mamu-A11 with pseudo-sequence Mamu-A11. The binding affinity (normalized) is 0.589. (6) The peptide sequence is RLHSDASKNK. The MHC is HLA-A33:01 with pseudo-sequence HLA-A33:01. The binding affinity (normalized) is 0.149. (7) The peptide sequence is ELIRRVRRY. The MHC is HLA-B46:01 with pseudo-sequence HLA-B46:01. The binding affinity (normalized) is 0.0847.